Predict the reactants needed to synthesize the given product. From a dataset of Full USPTO retrosynthesis dataset with 1.9M reactions from patents (1976-2016). (1) The reactants are: [NH2:1][C:2]1[CH:3]=[C:4]([CH:14]=[CH:15][CH:16]=1)[C:5]([NH:7][C:8]1[CH:13]=[CH:12][CH:11]=[CH:10][CH:9]=1)=[O:6].[Cl:17][C:18]1[CH:19]=[C:20](I)[CH:21]=[C:22]([Cl:24])[CH:23]=1.C(N1CCOCC1)C.Cl. Given the product [Cl:17][C:18]1[CH:19]=[C:20]([NH:1][C:2]2[CH:3]=[C:4]([CH:14]=[CH:15][CH:16]=2)[C:5]([NH:7][C:8]2[CH:13]=[CH:12][CH:11]=[CH:10][CH:9]=2)=[O:6])[CH:21]=[C:22]([Cl:24])[CH:23]=1, predict the reactants needed to synthesize it. (2) Given the product [Cl:23][C:24]1[CH:32]=[CH:31][CH:30]=[CH:29][C:25]=1[C:26]([NH:9][C@H:10]1[C:18]2[C:13](=[CH:14][C:15]([CH3:22])=[C:16]([C:19]([OH:21])=[O:20])[CH:17]=2)[CH2:12][CH2:11]1)=[O:27], predict the reactants needed to synthesize it. The reactants are: C(N(CC)CC)C.Cl.[NH2:9][C@H:10]1[C:18]2[C:13](=[CH:14][C:15]([CH3:22])=[C:16]([C:19]([OH:21])=[O:20])[CH:17]=2)[CH2:12][CH2:11]1.[Cl:23][C:24]1[CH:32]=[CH:31][CH:30]=[CH:29][C:25]=1[C:26](Cl)=[O:27].